Predict which catalyst facilitates the given reaction. From a dataset of Catalyst prediction with 721,799 reactions and 888 catalyst types from USPTO. (1) Reactant: [S:1]1[CH2:6][CH2:5][CH2:4][S:3][CH2:2]1.C([Li])CCC.[Br:12][C:13]1[CH:14]=[C:15]2[C:19](=[CH:20][CH:21]=1)[C:18](=[O:22])[CH2:17][CH2:16]2.Cl. Product: [Br:12][C:13]1[CH:14]=[C:15]2[C:19](=[CH:20][CH:21]=1)[C:18]([CH:2]1[S:3][CH2:4][CH2:5][CH2:6][S:1]1)([OH:22])[CH2:17][CH2:16]2. The catalyst class is: 7. (2) Reactant: C([N:8]1[CH2:13][CH2:12][CH:11]([N:14]2[CH2:20][CH2:19][C:18]3[CH:21]=[C:22]([O:25][CH3:26])[CH:23]=[CH:24][C:17]=3[NH:16][C:15]2=[O:27])[CH2:10][CH2:9]1)C1C=CC=CC=1.[H][H]. Product: [CH3:26][O:25][C:22]1[CH:23]=[CH:24][C:17]2[NH:16][C:15](=[O:27])[N:14]([CH:11]3[CH2:12][CH2:13][NH:8][CH2:9][CH2:10]3)[CH2:20][CH2:19][C:18]=2[CH:21]=1. The catalyst class is: 43. (3) Product: [CH2:1]([O:8][C:9]([N:11]1[CH2:16][CH2:15][CH:14]([CH2:17][Br:20])[CH2:13][CH2:12]1)=[O:10])[C:2]1[CH:7]=[CH:6][CH:5]=[CH:4][CH:3]=1. Reactant: [CH2:1]([O:8][C:9]([N:11]1[CH2:16][CH2:15][CH:14]([CH2:17]O)[CH2:13][CH2:12]1)=[O:10])[C:2]1[CH:7]=[CH:6][CH:5]=[CH:4][CH:3]=1.C(Br)(Br)(Br)[Br:20].C1(P(C2C=CC=CC=2)C2C=CC=CC=2)C=CC=CC=1. The catalyst class is: 2.